This data is from Reaction yield outcomes from USPTO patents with 853,638 reactions. The task is: Predict the reaction yield, written as a fraction of the theoretical maximum amount of product (1.0 means a 100% yield; for example, 0.34 means a 34% yield). The reactants are C(N(CC)CC)C.[CH3:8][C:9]1[N:10]=[C:11]([NH2:27])[S:12][C:13]=1[C:14]1[N:15]=[C:16]([C:19]([N:21]2[CH2:26][CH2:25][O:24][CH2:23][CH2:22]2)=[O:20])[S:17][CH:18]=1.[CH:28]1[N:32]=[CH:31][N:30]([C:33](N2C=NC=C2)=[O:34])[CH:29]=1.CN(C=O)C. The catalyst is C(Cl)Cl. The product is [CH3:8][C:9]1[N:10]=[C:11]([NH:27][C:33]([N:30]2[CH:29]=[CH:28][N:32]=[CH:31]2)=[O:34])[S:12][C:13]=1[C:14]1[N:15]=[C:16]([C:19]([N:21]2[CH2:26][CH2:25][O:24][CH2:23][CH2:22]2)=[O:20])[S:17][CH:18]=1. The yield is 0.790.